The task is: Predict which catalyst facilitates the given reaction.. This data is from Catalyst prediction with 721,799 reactions and 888 catalyst types from USPTO. Reactant: [O:1]=[C:2]1[NH:11][C:10]2[N:9]=[CH:8][CH:7]=[C:6]([O:12][C:13]3[CH:22]=[C:21]4[C:16]([CH2:17][CH2:18][CH:19]([C:23](O)=[O:24])[CH2:20]4)=[CH:15][CH:14]=3)[C:5]=2[CH:4]=[CH:3]1.C(N(C(C)C)CC)(C)C.CN(C(ON1N=NC2C=CC=NC1=2)=[N+](C)C)C.F[P-](F)(F)(F)(F)F.[NH2:59][C:60]1[CH:61]=[C:62]([CH:72]=[C:73]([C:75]([F:78])([F:77])[F:76])[CH:74]=1)[CH2:63][NH:64][C:65](=[O:71])[O:66][C:67]([CH3:70])([CH3:69])[CH3:68]. Product: [O:1]=[C:2]1[NH:11][C:10]2[N:9]=[CH:8][CH:7]=[C:6]([O:12][C:13]3[CH:22]=[C:21]4[C:16]([CH2:17][CH2:18][CH:19]([C:23]([NH:59][C:60]5[CH:61]=[C:62]([CH:72]=[C:73]([C:75]([F:76])([F:77])[F:78])[CH:74]=5)[CH2:63][NH:64][C:65](=[O:71])[O:66][C:67]([CH3:70])([CH3:69])[CH3:68])=[O:24])[CH2:20]4)=[CH:15][CH:14]=3)[C:5]=2[CH:4]=[CH:3]1. The catalyst class is: 18.